This data is from Forward reaction prediction with 1.9M reactions from USPTO patents (1976-2016). The task is: Predict the product of the given reaction. (1) Given the reactants [Cl:1][C:2]1[CH:7]=[CH:6][CH:5]=[C:4]([Cl:8])[C:3]=1[C:9]1[CH:13]=[C:12]([C:14]2[CH:19]=[C:18]([NH:20][CH2:21][CH2:22][C:23]([O:25][CH:26]([CH3:28])[CH3:27])=[O:24])[CH:17]=[CH:16][N:15]=2)[O:11][N:10]=1.C(N(CC)CC)C.[Cl:36][CH:37]([Cl:41])[C:38](Cl)=[O:39], predict the reaction product. The product is: [Cl:36][CH:37]([Cl:41])[C:38]([N:20]([CH2:21][CH2:22][C:23]([O:25][CH:26]([CH3:28])[CH3:27])=[O:24])[C:18]1[CH:17]=[CH:16][N:15]=[C:14]([C:12]2[O:11][N:10]=[C:9]([C:3]3[C:4]([Cl:8])=[CH:5][CH:6]=[CH:7][C:2]=3[Cl:1])[CH:13]=2)[CH:19]=1)=[O:39]. (2) The product is: [C:1]([C:5]1[N:10]=[C:9]([N:15]([CH3:14])[C:16]2[CH:21]=[CH:20][CH:19]=[CH:18][C:17]=2[CH3:22])[C:8]([C:12]#[N:13])=[CH:7][CH:6]=1)([CH3:4])([CH3:3])[CH3:2]. Given the reactants [C:1]([C:5]1[N:10]=[C:9](Cl)[C:8]([C:12]#[N:13])=[CH:7][CH:6]=1)([CH3:4])([CH3:3])[CH3:2].[CH3:14][NH:15][C:16]1[CH:21]=[CH:20][CH:19]=[CH:18][C:17]=1[CH3:22].C[Si]([N-][Si](C)(C)C)(C)C.[K+], predict the reaction product. (3) Given the reactants [F:1][C:2]1[CH:3]=[C:4]([CH2:9][OH:10])[CH:5]=[CH:6][C:7]=1[F:8].Cl[C:12]1[CH:29]=[C:16]2[N:17](C(OC(C)(C)C)=O)[C@@H:18]([CH3:21])[CH2:19][CH2:20][N:15]2[C:14](=[O:30])[N:13]=1, predict the reaction product. The product is: [F:1][C:2]1[CH:3]=[C:4]([CH:5]=[CH:6][C:7]=1[F:8])[CH2:9][O:10][C:12]1[CH:29]=[C:16]2[NH:17][C@@H:18]([CH3:21])[CH2:19][CH2:20][N:15]2[C:14](=[O:30])[N:13]=1. (4) Given the reactants [OH:1][N:2]1[C:6](=[O:7])[C:5]2=[CH:8][CH:9]=[CH:10][CH:11]=[C:4]2[C:3]1=[O:12].C1CCN2C(=NCCC2)CC1.CC1C=CC(S([O-])(=O)=O)=CC=1.[CH2:35]([OH:41])[CH2:36][O:37][CH2:38][CH2:39]O, predict the reaction product. The product is: [OH:41][CH2:35][CH2:36][O:37][CH2:38][CH2:39][O:1][N:2]1[C:3](=[O:12])[C:4]2=[CH:11][CH:10]=[CH:9][CH:8]=[C:5]2[C:6]1=[O:7]. (5) Given the reactants [F:1][C:2]1[CH:7]=[CH:6][C:5]([C:8]2[CH:9]=[N:10][N:11]3[CH2:16][CH:15]([CH3:17])[NH:14][CH2:13][C:12]=23)=[CH:4][CH:3]=1.N[C@@H](C)CO, predict the reaction product. The product is: [F:1][C:2]1[CH:3]=[CH:4][C:5]([C:8]2[CH:9]=[N:10][N:11]3[CH2:16][C@H:15]([CH3:17])[NH:14][CH2:13][C:12]=23)=[CH:6][CH:7]=1.